From a dataset of M1 muscarinic receptor agonist screen with 61,833 compounds. Binary Classification. Given a drug SMILES string, predict its activity (active/inactive) in a high-throughput screening assay against a specified biological target. (1) The compound is o1nc(cc1c1ccccc1)C(=O)NCc1cccnc1. The result is 0 (inactive). (2) The compound is S(CC(=O)N1CCCCC1)c1n(c(nn1)Cc1[nH]c(=O)[nH]c(=O)c1)c1cc(OC)ccc1. The result is 0 (inactive).